Dataset: Forward reaction prediction with 1.9M reactions from USPTO patents (1976-2016). Task: Predict the product of the given reaction. (1) Given the reactants [O:1]=[C:2]([NH:13][S:14]([C:17]1[CH:22]=[CH:21][CH:20]=[CH:19][CH:18]=1)(=[O:16])=[O:15])[CH2:3][CH2:4][NH:5]C(=O)OC(C)(C)C.C(O)(C(F)(F)F)=O, predict the reaction product. The product is: [NH2:5][CH2:4][CH2:3][C:2]([NH:13][S:14]([C:17]1[CH:22]=[CH:21][CH:20]=[CH:19][CH:18]=1)(=[O:16])=[O:15])=[O:1]. (2) Given the reactants [Cl:1][C:2]1[CH:7]=[C:6]([Cl:8])[CH:5]=[CH:4][C:3]=1[CH2:9][O:10][C@@H:11]1[C@@:17]([CH3:29])([CH2:18][O:19][CH2:20][C:21]2[CH:26]=[CH:25][C:24]([Cl:27])=[CH:23][C:22]=2[Cl:28])[O:16][C@H:13](OC)[C@:12]1([CH3:31])[OH:30].Br.[Cl:33][C:34]1[N:39]=[CH:38][NH:37][C:36]2=[N:40][CH:41]=[CH:42][C:35]=12.[OH-].[K+], predict the reaction product. The product is: [Cl:33][C:34]1[C:35]2[CH:42]=[CH:41][N:40]([C@@H:13]3[O:16][C@:17]([CH3:29])([CH2:18][O:19][CH2:20][C:21]4[CH:26]=[CH:25][C:24]([Cl:27])=[CH:23][C:22]=4[Cl:28])[C@@H:11]([O:10][CH2:9][C:3]4[CH:4]=[CH:5][C:6]([Cl:8])=[CH:7][C:2]=4[Cl:1])[C@@:12]3([CH3:31])[OH:30])[C:36]=2[N:37]=[CH:38][N:39]=1. (3) The product is: [CH2:31]([S:34]([NH:1][C:2]1[CH:3]=[C:4]([C:15]2[O:19][N:18]=[C:17]([C:20]3[CH:29]=[CH:28][C:23]([C:24]([O:26][CH3:27])=[O:25])=[C:22]([F:30])[CH:21]=3)[N:16]=2)[CH:5]=[CH:6][C:7]=1[N:8]1[CH2:13][CH2:12][CH2:11][CH2:10][CH:9]1[CH3:14])(=[O:36])=[O:35])[CH2:32][CH3:33]. Given the reactants [NH2:1][C:2]1[CH:3]=[C:4]([C:15]2[O:19][N:18]=[C:17]([C:20]3[CH:29]=[CH:28][C:23]([C:24]([O:26][CH3:27])=[O:25])=[C:22]([F:30])[CH:21]=3)[N:16]=2)[CH:5]=[CH:6][C:7]=1[N:8]1[CH2:13][CH2:12][CH2:11][CH2:10][CH:9]1[CH3:14].[CH2:31]([S:34](Cl)(=[O:36])=[O:35])[CH2:32][CH3:33], predict the reaction product.